Dataset: CYP3A4 inhibition data for predicting drug metabolism from PubChem BioAssay. Task: Regression/Classification. Given a drug SMILES string, predict its absorption, distribution, metabolism, or excretion properties. Task type varies by dataset: regression for continuous measurements (e.g., permeability, clearance, half-life) or binary classification for categorical outcomes (e.g., BBB penetration, CYP inhibition). Dataset: cyp3a4_veith. (1) The drug is COc1ccc(NC(=O)CSc2nnc(Cc3cccn3C)n2CCc2ccccc2)c(OC)c1. The result is 1 (inhibitor). (2) The compound is Cn1c(=S)c2[nH]c(SCc3cccnc3)nc2n(C)c1=O. The result is 1 (inhibitor). (3) The molecule is O=c1c(-c2nc3ccccc3s2)cccn1Cc1ccccc1. The result is 1 (inhibitor). (4) The drug is COc1c2occc2cc2ccc(=O)oc12. The result is 1 (inhibitor). (5) The drug is O=C(NCC12CC3CC(CC(C3)C1)C2)c1cc2n(n1)C(C(F)(F)F)CC(c1ccco1)N2. The result is 1 (inhibitor). (6) The compound is O=C(CCl)Nc1ccc(Oc2cnc3ccccc3n2)cc1. The result is 1 (inhibitor). (7) The compound is Cc1nc(C(=O)Nc2cccc(Cl)c2Cl)nn1-c1cc(OC(C)C)c(Cl)cc1Cl. The result is 0 (non-inhibitor). (8) The molecule is CSc1nc(N)c2ncn([C@@H]3O[C@@H](COP(=O)([O-])OP(=O)([O-])[O-])[C@@H](O)[C@H]3O)c2n1.[Na+].[Na+].[Na+]. The result is 0 (non-inhibitor). (9) The drug is C[C@@H](C(=O)NCc1ccccn1)[C@H]1C[C@]1(C)[C@H](NC(=O)OCc1ccccc1)c1ccccc1. The result is 1 (inhibitor).